Dataset: Experimentally validated miRNA-target interactions with 360,000+ pairs, plus equal number of negative samples. Task: Binary Classification. Given a miRNA mature sequence and a target amino acid sequence, predict their likelihood of interaction. (1) The miRNA is hsa-miR-6504-3p with sequence CAUUACAGCACAGCCAUUCU. The protein sequence of the target gene is MGNTTTKFRKALINGDENLACQIYENNPQLKESLDPNTSYGEPYQHNTPLHYAARHGMNKILGTFLGRDGNPNKRNVHNETSMHLLCMGPQIMISEGALHPRLARPTEDDFRRADCLQMILKWKGAKLDQGEYERAAIDAVDNKKNTPLHYAAASGMKACVELLVKHGGDLFAENENKDTPCDCAEKQHHKDLALNLESQMVFSRDPEAEEIEAEYAALDKREPYEGLRPQDLRRLKDMLIVETADMLQAPLFTAEALLRAHDWDREKLLEAWMSNPENCCQRSGVQMPTPPPSGYNAWD.... Result: 0 (no interaction). (2) The miRNA is mmu-miR-3067-5p with sequence AGUUCUCAGGCCCGCUGUGGUGU. The protein sequence of the target gene is MVKIAFNTPTAVQKEEARQDVEALLSRTVRTQILTGKELRVATQEKEGSSGRCMLTLLGLSFILAGLIVGGACIYKYFMPKSTIYRGEMCFFDSEDPANSLRGGEPNFLPVTEEADIREDDNIAIIDVPVPSFSDSDPAAIIHDFEKGMTAYLDLLLGNCYLMPLNTSIVMPPKNLVELFGKLASGRYLPQTYVVREDLVAVEEIRDVSNLGIFIYQLCNNRKSFRLRRRDLLLGFNKRAIDKCWKIRHFPNEFIVETKICQE. Result: 0 (no interaction). (3) The miRNA is hsa-miR-548at-5p with sequence AAAAGUUAUUGCGGUUUUGGCU. The protein sequence of the target gene is MSPWLKWHGPAMARLWGLCLLVLGFWRASLACPTSCKCSSARIWCTEPSPGIVAFPRLEPNSVDPENITEILIANQKRLEIINEDDVEAYVGLRNLTIVDSGLKFVAYKAFLKNSNLRHINFTRNKLTSLSRRHFRHLDLSDLILTGNPFTCSCDIMWLKTLQETKSSPDTQDLYCLNESSKNMPLANLQIPNCGLPSARLAAPNLTVEEGKSVTLSCSVGGDPLPTLYWDVGNLVSKHMNETSHTQGSLRITNISSDDSGKQISCVAENLVGEDQDSVNLTVHFAPTITFLESPTSDHH.... Result: 0 (no interaction). (4) The miRNA is hsa-miR-1245b-5p with sequence UAGGCCUUUAGAUCACUUAAA. The protein sequence of the target gene is MPSRTDPKMDRSGGRVRLKAHYGGDILITSVDAMTTFKDLCEEVRDMCGLHQQHPLTLKWVDSEGDPCTVSSQMELEEAFRLVCQGRDEVLIIHVFPSIPEQPGMPCPGEDKSIYRRGARRWRKLYRANGHLFQAKRFNRGAYCGQCSERIWGLSRQGYRCINCKLLVHKRCHVLVPLTCRRHMDSVMPSQEPPVDDKNDGVDLPSEETDGIAYISSSRKHDNIKDDSEDLKPVIDGVDGIKISQGLGLQDFDLIRVIGRGSYAKVLLVRLKKNDQIYAMKVVKKELVHDDEDIDWVQTE.... Result: 0 (no interaction). (5) The miRNA is mmu-miR-135a-1-3p with sequence UAUAGGGAUUGGAGCCGUGGCG. The protein sequence of the target gene is MAEETQHNKLAAAKKKLKEYWQKNSPRVPAGANRNRKTNGSVPEKATSGGCQPPGDSATGFHREGPTSSATLKDLESPCQERAVVLDSRSVEISQLKNTIKSLKQQKKQVEHQLEEEKKANNKKQKAKRVLEVQIQTLNIQKGKLNTDLYHMKRSLRYFEEKSKDLAVCLQHSLQRKGELESVLSNVMATQKKKANQLSSRSKARTEWKLEQSMREEALLKVQLTQLKESFQQVQLERDECAEHLKGERARWQQRMRKMSQEICTLKKEKQQDMRRVEKLERSLSKLKNQMAEPLPPEPP.... Result: 0 (no interaction). (6) The miRNA is hsa-miR-6755-3p with sequence UGUUGUCAUGUUUUUUCCCUAG. The protein sequence of the target gene is MEPAGHSSATHNIVVPNANPTQPQPLAPAMREEGATLSPPNTWSSSSVEFLDDADDNRLLFTCTFTLPHGTVLSSATYADGFHEQYLTIGDNFLARLEPKGQSFILSAAAASVKQRIFARVTMPDGALRACELLCEFETDRAKITVLALRSAFSLQASHVSSNFHVFTFITKHSSTCALTHIDYASIPYLGLLPTDLIGKSLLAFVYSPDVHVVRQAHIDLHNSRGKIVKSIADLRLVAHNGSILRCQTEWSAYVNPWTRKMELVVARHRICSLPIGDSDVISSPPPGIQSNTLPPVMAK.... Result: 0 (no interaction). (7) The miRNA is mmu-miR-9-5p with sequence UCUUUGGUUAUCUAGCUGUAUGA. The protein sequence of the target gene is MAAVLESLLREEVPVAAAVRWIARSTPSSEDSSEVAALSALRPLRKEFVPFLLNFLREQSSRVLPQGPSTPAKTPVASAALPARQGAPARGGRGARSQLFPAAEPLSAAAEAPLARRAGRRRGPGPGPSRERGGRGSGAAEEGASGESPPWAGGRKPKGSGSPGSPRLSLSDPPNLSNLEEFPPVGTVPPGSAGRTKPSRRINPTPVSEERSLSKPKTCFTSPPISCVPSSQPSTLDTSPWGLGLPPGCRSLQEEREMLRKARTKQLQQSPTPASPIPESGSPVPSRTGNLTAEPADPAR.... Result: 1 (interaction). (8) The miRNA is hsa-miR-548a-5p with sequence AAAAGUAAUUGCGAGUUUUACC. The protein sequence of the target gene is MVSVPTTWCSVALALLVALHEGKGQAAATLEQPASSSHAQGTHLRLRRCSCSSWLDKECVYFCHLDIIWVNTPEQTAPYGLGNPPRRRRRSLPRRCQCSSARDPACATFCLRRPWTEAGAVPSRKSPADVFQTGKTGATTGELLQRLRDISTVKSLFAKRQQEAMREPRSTHSRWRKR. Result: 0 (no interaction). (9) The miRNA is dre-miR-430b-3p with sequence AAAGUGCUAUCAAGUUGGGGUAG. The protein sequence of the target gene is MSDVELVKKMLRAVLQSSKHGVAMARLQGDYRALTGEMIPFRKFGHDTLESFLRSIPGVVRLERSITGEVMCFAGVCEETAHIAQLVARQKNVKKTGCSKLLNFQMRARTSHLFSHNVKPRLSLRQPSNMTHPGRGSVTSFYSTQRKLYSNDLPSSRAPAWQMNRKSPVPEKTSVVPSKINTNIKTPLKKTSGTAAQQKPVNRADVELVQGRIKQLLQKYSSGVWLSKIPQLYKSMFQEELHIIQEVEKWTHICTVEKPGSNNIVDRLVYPVLEPVPKASPVPVKSPCKQSPNTALLKQP.... Result: 1 (interaction). (10) The miRNA is hsa-miR-6784-3p with sequence UCUCACCCCAACUCUGCCCCAG. The protein sequence of the target gene is MAEPSAPESKHKSSLNSSPWSGLMALGNSRHGHHGPGAQCAHKAAGGAAPPKPAPAGLSGGLSQPAGWQSLLSFTILFLAWLAGFSSRLFAVIRFESIIHEFDPWFNYRSTHHLASHGFYEFLNWFDERAWYPLGRIVGGTVYPGLMITAGLIHWILNTLNITVHIRDVCVFLAPTFSGLTSISTFLLTRELWNQGAGLLAACFIAIVPGYISRSVAGSFDNEGIAIFALQFTYYLWVKSVKTGSVFWTMCCCLSYFYMVSAWGGYVFIINLIPLHVFVLLLMQRYSKRVYIAYSTFYIV.... Result: 0 (no interaction).